Dataset: Full USPTO retrosynthesis dataset with 1.9M reactions from patents (1976-2016). Task: Predict the reactants needed to synthesize the given product. (1) The reactants are: [F:1][C:2]([F:26])([F:25])[O:3][C:4]1[CH:9]=[CH:8][C:7]([N:10]2[CH:14]=[N:13][C:12]([C:15]3[CH:20]=[CH:19][C:18]([CH2:21][CH2:22][CH2:23][NH2:24])=[CH:17][CH:16]=3)=[N:11]2)=[CH:6][CH:5]=1.[CH3:27][C:28]1[CH:33]=[CH:32][CH:31]=[CH:30][C:29]=1[N:34]=[C:35]=[O:36].C(N(CC)CC)C. Given the product [C:28]1([CH3:27])[CH:33]=[CH:32][CH:31]=[CH:30][C:29]=1[NH:34][C:35]([NH:24][CH2:23][CH2:22][CH2:21][C:18]1[CH:19]=[CH:20][C:15]([C:12]2[N:13]=[CH:14][N:10]([C:7]3[CH:6]=[CH:5][C:4]([O:3][C:2]([F:1])([F:25])[F:26])=[CH:9][CH:8]=3)[N:11]=2)=[CH:16][CH:17]=1)=[O:36], predict the reactants needed to synthesize it. (2) Given the product [F:21][C:19]1[CH:20]=[C:15]([N:11]2[CH2:10][C@H:9]([CH2:8][N:5]=[N+:6]=[N-:7])[O:13][C:12]2=[O:14])[CH:16]=[CH:17][C:18]=1[N:39]1[CH:38]=[C:35]([CH3:36])[N:1]=[CH:41]1, predict the reactants needed to synthesize it. The reactants are: [N-:1]=[N+]=[N-].[Na+].[N:5]([CH2:8][C@H:9]1[O:13][C:12](=[O:14])[N:11]([C:15]2[CH:20]=[C:19]([F:21])[C:18](C3CCS(=O)(=O)CC=3)=[C:17](F)[CH:16]=2)[CH2:10]1)=[N+:6]=[N-:7].C(O[CH2:35][CH3:36])(=O)C.O.[CH3:38][N:39]([CH:41]=O)C. (3) Given the product [Cl:1][C:2]1[CH:3]=[CH:4][C:5]2[N:6]([C:10]([CH3:13])=[CH:11][N:8]=2)[N:7]=1, predict the reactants needed to synthesize it. The reactants are: [Cl:1][C:2]1[N:7]=[N:6][C:5]([NH2:8])=[CH:4][CH:3]=1.Cl[CH:10]([CH3:13])[CH:11]=O. (4) Given the product [NH2:30][C:29]1[CH:28]=[CH:27][CH:26]=[C:25]([CH3:33])[C:24]=1[NH:23][C:18]1[N:17]=[C:16]2[N:15]([CH3:34])[C:14](=[O:35])[N:13]([C:3]3[C:2]([Cl:1])=[C:7]([O:8][CH3:9])[CH:6]=[C:5]([O:10][CH3:11])[C:4]=3[Cl:12])[CH2:22][C:21]2=[CH:20][N:19]=1, predict the reactants needed to synthesize it. The reactants are: [Cl:1][C:2]1[C:7]([O:8][CH3:9])=[CH:6][C:5]([O:10][CH3:11])=[C:4]([Cl:12])[C:3]=1[N:13]1[CH2:22][C:21]2[C:16](=[N:17][C:18]([NH:23][C:24]3[C:29]([N+:30]([O-])=O)=[CH:28][CH:27]=[CH:26][C:25]=3[CH3:33])=[N:19][CH:20]=2)[N:15]([CH3:34])[C:14]1=[O:35].[Cl-].[NH4+]. (5) Given the product [CH3:17][O:18][C:19]1[C:20]2[O:31][C:30]3[CH:29]=[CH:28][CH:27]=[CH:26][C:25]=3[C:21]=2[CH:22]=[CH:23][CH:24]=1, predict the reactants needed to synthesize it. The reactants are: C(Br)Br.C1(C2C=CC=CC=2O)C=CC=CC=1.[CH3:17][O:18][C:19]1[CH:24]=[CH:23][CH:22]=[C:21]([C:25]2[CH:30]=[CH:29][CH:28]=[CH:27][CH:26]=2)[C:20]=1[OH:31].COC1C=C(C2C=CC=CC=2O)C=CC=1. (6) The reactants are: [H-].[Na+].[CH2:3]1[CH2:7][O:6][CH2:5][CH2:4]1.[C:8]1([CH2:14][C:15]([CH2:17][C:18]2[CH:23]=[CH:22][CH:21]=[CH:20][CH:19]=2)=O)[CH:13]=[CH:12][CH:11]=[CH:10][CH:9]=1.[OH2:24]. Given the product [CH2:14]([C:15]([CH2:17][C:18]1[CH:23]=[CH:22][CH:21]=[CH:20][CH:19]=1)=[CH:4][C:5]([O:6][CH2:7][CH3:3])=[O:24])[C:8]1[CH:13]=[CH:12][CH:11]=[CH:10][CH:9]=1, predict the reactants needed to synthesize it.